This data is from Catalyst prediction with 721,799 reactions and 888 catalyst types from USPTO. The task is: Predict which catalyst facilitates the given reaction. (1) Reactant: [C:1]([N:4]1[C@@H:10]([CH3:11])[C@H:9]([NH:12][C:13](=[O:25])[C@@H:14]([N:16](C)[C:17](=O)OC(C)(C)C)[CH3:15])[C:8](=[O:26])[N:7]([CH2:27][C:28]2[C:37]3[C:32](=[CH:33][CH:34]=[CH:35][CH:36]=3)[CH:31]=[CH:30][C:29]=2[O:38][CH3:39])[C:6]2[CH:40]=[CH:41][C:42]([C:44]#[N:45])=[CH:43][C:5]1=2)(=[O:3])[CH3:2].[ClH:46]. Product: [ClH:46].[C:1]([N:4]1[C@@H:10]([CH3:11])[C@H:9]([NH:12][C:13](=[O:25])[C@@H:14]([NH:16][CH3:17])[CH3:15])[C:8](=[O:26])[N:7]([CH2:27][C:28]2[C:37]3[C:32](=[CH:33][CH:34]=[CH:35][CH:36]=3)[CH:31]=[CH:30][C:29]=2[O:38][CH3:39])[C:6]2[CH:40]=[CH:41][C:42]([C:44]#[N:45])=[CH:43][C:5]1=2)(=[O:3])[CH3:2]. The catalyst class is: 440. (2) Reactant: [CH2:1]([O:3][C:4](=[O:32])[CH2:5][CH2:6][CH2:7][CH2:8][CH2:9][CH2:10][N:11]([C:26]1[CH:31]=[CH:30][CH:29]=[CH:28][N:27]=1)[C:12]1[CH:17]=[CH:16][C:15](OS(C(F)(F)F)(=O)=O)=[CH:14][N:13]=1)[CH3:2].[C:33]1(B(O)O)[CH:38]=[CH:37][CH:36]=[CH:35][CH:34]=1.C(=O)([O-])[O-].[K+].[K+]. Product: [CH2:1]([O:3][C:4](=[O:32])[CH2:5][CH2:6][CH2:7][CH2:8][CH2:9][CH2:10][N:11]([C:12]1[CH:17]=[CH:16][C:15]([C:33]2[CH:38]=[CH:37][CH:36]=[CH:35][CH:34]=2)=[CH:14][N:13]=1)[C:26]1[CH:31]=[CH:30][CH:29]=[CH:28][N:27]=1)[CH3:2]. The catalyst class is: 109.